Dataset: Reaction yield outcomes from USPTO patents with 853,638 reactions. Task: Predict the reaction yield, written as a fraction of the theoretical maximum amount of product (1.0 means a 100% yield; for example, 0.34 means a 34% yield). (1) The catalyst is CCO. The yield is 0.550. The product is [O:1]1[C:5]2[CH:6]=[CH:7][C:8]([N:10]3[C:18]4[C:17]5[CH:19]=[C:20]([NH:23][C:24](=[O:33])[C:25]6[C:30]([Cl:31])=[CH:29][N:28]=[C:27]([N:37]7[CH2:42][CH2:41][NH:40][CH2:39][CH2:38]7)[CH:26]=6)[CH:21]=[CH:22][C:16]=5[CH2:15][CH2:14][C:13]=4[C:12]([C:34]([NH2:36])=[O:35])=[N:11]3)=[CH:9][C:4]=2[O:3][CH2:2]1. The reactants are [O:1]1[C:5]2[CH:6]=[CH:7][C:8]([N:10]3[C:18]4[C:17]5[CH:19]=[C:20]([NH:23][C:24](=[O:33])[C:25]6[C:30]([Cl:31])=[CH:29][N:28]=[C:27](Cl)[CH:26]=6)[CH:21]=[CH:22][C:16]=5[CH2:15][CH2:14][C:13]=4[C:12]([C:34]([NH2:36])=[O:35])=[N:11]3)=[CH:9][C:4]=2[O:3][CH2:2]1.[NH:37]1[CH2:42][CH2:41][NH:40][CH2:39][CH2:38]1. (2) The reactants are [N+:1]([C:4]1[CH:9]=[CH:8][CH:7]=[C:6]([CH:10]=[CH2:11])[CH:5]=1)([O-:3])=[O:2].Br[C:13]1[CH:18]=[CH:17][CH:16]=[C:15]([O:19][C:20](F)(F)F)[CH:14]=1.CC([O-])=O.[Na+].C1C=CC(P(C2C=CC=CC=2)C2C=CC=CC=2)=CC=1. The catalyst is CN(C)C=O.CC([O-])=O.CC([O-])=O.[Pd+2]. The product is [N+:1]([C:4]1[CH:9]=[CH:8][CH:7]=[C:6](/[CH:10]=[CH:11]/[C:18]2[CH:17]=[CH:16][C:15]([O:19][CH3:20])=[CH:14][CH:13]=2)[CH:5]=1)([O-:3])=[O:2]. The yield is 0.280. (3) The reactants are C[O:2][C:3]([CH:5]1[CH2:10][CH2:9][N:8]([C:11]([O:13][CH2:14][C:15]2[CH:20]=[CH:19][CH:18]=[CH:17][CH:16]=2)=[O:12])[CH2:7][CH2:6]1)=O.CC(C[AlH]CC(C)C)C. The catalyst is C1(C)C=CC=CC=1.CCCCCC. The product is [CH2:14]([O:13][C:11]([N:8]1[CH2:9][CH2:10][CH:5]([CH:3]=[O:2])[CH2:6][CH2:7]1)=[O:12])[C:15]1[CH:20]=[CH:19][CH:18]=[CH:17][CH:16]=1. The yield is 0.280. (4) The reactants are [NH2:1][C:2]1[CH:7]=[CH:6][C:5]([N:8]2[CH:12]=[C:11]([C:13]([O:15][CH2:16][CH3:17])=[O:14])[N:10]=[CH:9]2)=[CH:4][CH:3]=1.[C:18]([NH:23][C:24](=[O:29])[O:25][CH:26]([CH3:28])[CH3:27])(=[O:22])/[CH:19]=[CH:20]/[CH3:21]. The catalyst is C(#N)C.O.O.O.O.O.O.[N+]([O-])([O-])=O.[Y+3].[N+]([O-])([O-])=O.[N+]([O-])([O-])=O. The product is [CH3:21][CH:20]([NH:1][C:2]1[CH:3]=[CH:4][C:5]([N:8]2[CH:12]=[C:11]([C:13]([O:15][CH2:16][CH3:17])=[O:14])[N:10]=[CH:9]2)=[CH:6][CH:7]=1)[CH2:19][C:18]([NH:23][C:24]([O:25][CH:26]([CH3:27])[CH3:28])=[O:29])=[O:22]. The yield is 0.310. (5) The product is [Cl:1][C:2]1[CH:7]=[CH:6][C:5]([C:8]2[C:12]3[CH2:13][N:14]([S:17]([CH3:20])(=[O:19])=[O:18])[CH2:15][CH2:16][C:11]=3[N:10]([CH2:21][CH2:22][CH2:23][N:24]3[CH2:25][CH2:26][O:27][CH2:28][CH2:29]3)[N:9]=2)=[CH:4][C:3]=1[C:30]#[C:31][C:80]1[CH:84]=[C:83]2[C:77](=[CH:78][CH:79]=1)[NH:72][CH:81]=[CH:82]2. The yield is 0.670. The reactants are [Cl:1][C:2]1[CH:7]=[CH:6][C:5]([C:8]2[C:12]3[CH2:13][N:14]([S:17]([CH3:20])(=[O:19])=[O:18])[CH2:15][CH2:16][C:11]=3[N:10]([CH2:21][CH2:22][CH2:23][N:24]3[CH2:29][CH2:28][O:27][CH2:26][CH2:25]3)[N:9]=2)=[CH:4][C:3]=1[C:30]#[CH:31].ClC1C=CC(C2C3CN(S(C)(=O)=O)CCC=3N(CCCN3CCOCC3)N=2)=CC=1C#C[Si](C)(C)C.[F-].C([N+:72]([CH2:81][CH2:82][CH2:83][CH3:84])([CH2:77][CH2:78][CH2:79][CH3:80])CCCC)CCC. The catalyst is C1COCC1.O. (6) The reactants are [NH2:1][C:2]1[CH:3]=[C:4]([CH3:27])[C:5]([O:8][C:9]2[CH:14]=[C:13]([O:15][CH2:16][CH2:17][O:18][CH3:19])[CH:12]=[CH:11][C:10]=2/[CH:20]=[CH:21]/[C:22]([O:24][CH2:25][CH3:26])=[O:23])=[N:6][CH:7]=1.[C:28](O[C:28]([O:30][C:31]([CH3:34])([CH3:33])[CH3:32])=[O:29])([O:30][C:31]([CH3:34])([CH3:33])[CH3:32])=[O:29]. The catalyst is O1CCCC1. The product is [C:31]([O:30][C:28]([NH:1][C:2]1[CH:3]=[C:4]([CH3:27])[C:5]([O:8][C:9]2[CH:14]=[C:13]([O:15][CH2:16][CH2:17][O:18][CH3:19])[CH:12]=[CH:11][C:10]=2/[CH:20]=[CH:21]/[C:22]([O:24][CH2:25][CH3:26])=[O:23])=[N:6][CH:7]=1)=[O:29])([CH3:34])([CH3:33])[CH3:32]. The yield is 0.920.